Predict the reaction yield, written as a fraction of the theoretical maximum amount of product (1.0 means a 100% yield; for example, 0.34 means a 34% yield). From a dataset of Reaction yield outcomes from USPTO patents with 853,638 reactions. (1) The product is [CH3:8][O:9][C:10]1[CH:11]=[C:12]([CH:13]2[CH2:4][O:14]2)[CH:15]=[CH:16][C:17]=1[O:18][CH3:19]. The reactants are [H-].[Na+].[I-].[CH3:4][S+](C)C.[CH3:8][O:9][C:10]1[CH:11]=[C:12]([CH:15]=[CH:16][C:17]=1[O:18][CH3:19])[CH:13]=[O:14]. The catalyst is C1COCC1.CS(C)=O. The yield is 0.870. (2) The reactants are Br[C:2]1[CH:3]=[C:4]2[C:10]([C:11](=[O:21])[CH2:12][C:13]3[CH:18]=[CH:17][CH:16]=[C:15]([F:19])[C:14]=3[F:20])=[CH:9][NH:8][C:5]2=[N:6][CH:7]=1.[B:22]1([B:22]2[O:26][C:25]([CH3:28])([CH3:27])[C:24]([CH3:30])([CH3:29])[O:23]2)[O:26][C:25]([CH3:28])([CH3:27])[C:24]([CH3:30])([CH3:29])[O:23]1.CC([O-])=O.[K+]. The catalyst is O1CCOCC1.Cl[Pd](Cl)([P](C1C=CC=CC=1)(C1C=CC=CC=1)C1C=CC=CC=1)[P](C1C=CC=CC=1)(C1C=CC=CC=1)C1C=CC=CC=1. The product is [F:20][C:14]1[C:15]([F:19])=[CH:16][CH:17]=[CH:18][C:13]=1[CH2:12][C:11]([C:10]1[C:4]2[C:5](=[N:6][CH:7]=[C:2]([B:22]3[O:26][C:25]([CH3:28])([CH3:27])[C:24]([CH3:30])([CH3:29])[O:23]3)[CH:3]=2)[NH:8][CH:9]=1)=[O:21]. The yield is 0.960. (3) The reactants are [CH2:1]([O:3][C:4](=[O:28])[CH2:5][O:6][C:7]1[CH:12]=[CH:11][C:10]([CH2:13][CH2:14][CH2:15][CH2:16][NH:17]C(OCC2C=CC=CC=2)=O)=[CH:9][CH:8]=1)[CH3:2].[H][H]. The catalyst is [Pd].CO. The product is [CH2:1]([O:3][C:4](=[O:28])[CH2:5][O:6][C:7]1[CH:12]=[CH:11][C:10]([CH2:13][CH2:14][CH2:15][CH2:16][NH2:17])=[CH:9][CH:8]=1)[CH3:2]. The yield is 0.880. (4) The reactants are [N+:1]([C:4]1[CH:13]=[C:12]2[C:7]([CH2:8][CH2:9][N:10]([C:14]([O:16][C:17]([CH3:20])([CH3:19])[CH3:18])=[O:15])[CH2:11]2)=[CH:6][CH:5]=1)([O-])=O. The catalyst is CO.[OH-].[OH-].[Pd+2]. The product is [NH2:1][C:4]1[CH:13]=[C:12]2[C:7]([CH2:8][CH2:9][N:10]([C:14]([O:16][C:17]([CH3:20])([CH3:19])[CH3:18])=[O:15])[CH2:11]2)=[CH:6][CH:5]=1. The yield is 0.690. (5) The reactants are C([Li])CCC.C(NC(C)C)(C)C.[Br:13][C:14]1[CH:19]=[CH:18][C:17]([F:20])=[CH:16][C:15]=1[O:21][CH3:22].CN(C)[CH:25]=[O:26]. The catalyst is O1CCCC1. The product is [Br:13][C:14]1[C:15]([O:21][CH3:22])=[C:16]([C:17]([F:20])=[CH:18][CH:19]=1)[CH:25]=[O:26]. The yield is 0.640. (6) The reactants are [OH:1][C:2]1[CH:9]=[C:8]([F:10])[CH:7]=[CH:6][C:3]=1[CH:4]=O.[F:11][C:12]([F:21])([F:20])/[CH:13]=[CH:14]/[C:15]([O:17][CH2:18][CH3:19])=[O:16].C(=O)([O-])[O-].[K+].[K+].C(OCC)(=O)C. The catalyst is CN(C)C=O. The product is [F:10][C:8]1[CH:9]=[C:2]2[C:3]([CH:4]=[C:14]([C:15]([O:17][CH2:18][CH3:19])=[O:16])[CH:13]([C:12]([F:11])([F:21])[F:20])[O:1]2)=[CH:6][CH:7]=1. The yield is 0.600. (7) The reactants are [C:1]1([C@H:7]([NH:10][C:11]([C:13]2[CH:14]=[C:15]([C:22]([N:24]3[CH2:28][CH2:27][CH2:26][C@@H:25]3[CH2:29][OH:30])=[O:23])[N:16]3[CH2:21][CH2:20][O:19][CH2:18][C:17]=23)=[O:12])[CH2:8][CH3:9])[CH:6]=[CH:5][CH:4]=[CH:3][CH:2]=1.C(N(CC)CC)C.[C:38](Cl)(=[O:40])[CH3:39].C(=O)([O-])O.[Na+]. The catalyst is CN(C)C1C=CN=CC=1.ClCCl. The product is [C:1]1([C@H:7]([NH:10][C:11]([C:13]2[CH:14]=[C:15]([C:22]([N:24]3[CH2:28][CH2:27][CH2:26][C@@H:25]3[CH2:29][O:30][C:38](=[O:40])[CH3:39])=[O:23])[N:16]3[CH2:21][CH2:20][O:19][CH2:18][C:17]=23)=[O:12])[CH2:8][CH3:9])[CH:6]=[CH:5][CH:4]=[CH:3][CH:2]=1. The yield is 0.550. (8) The reactants are [F:1][C:2]1[CH:3]=[CH:4][C:5]2[S:11][C:10]3[CH:12]=[CH:13][CH:14]=[CH:15][C:9]=3[N:8]=[C:7]([N:16]3[CH2:21][CH2:20][NH:19][CH2:18][CH2:17]3)[C:6]=2[CH:22]=1.C(N(CC)CC)C.[C:30](Cl)(=[O:32])[CH3:31]. The catalyst is C(Cl)Cl. The product is [F:1][C:2]1[CH:3]=[CH:4][C:5]2[S:11][C:10]3[CH:12]=[CH:13][CH:14]=[CH:15][C:9]=3[N:8]=[C:7]([N:16]3[CH2:21][CH2:20][N:19]([C:30](=[O:32])[CH3:31])[CH2:18][CH2:17]3)[C:6]=2[CH:22]=1. The yield is 0.800. (9) The reactants are [CH3:1][C:2]1[CH:3]=[C:4]([NH2:9])[C:5]([NH2:8])=[CH:6][CH:7]=1.[CH:10]([CH:12]=O)=O. The catalyst is C(O)(C)C. The product is [CH3:1][C:2]1[CH:3]=[C:4]2[C:5](=[CH:6][CH:7]=1)[N:8]=[CH:12][CH:10]=[N:9]2. The yield is 0.930.